From a dataset of Catalyst prediction with 721,799 reactions and 888 catalyst types from USPTO. Predict which catalyst facilitates the given reaction. (1) Reactant: [CH:1]1([CH2:6][CH:7]([C:11]2[CH:16]=[CH:15][C:14]([N+:17]([O-:19])=[O:18])=[CH:13][CH:12]=2)[C:8]([OH:10])=O)[CH2:5][CH2:4][CH2:3][CH2:2]1.C(Cl)(=O)C(Cl)=O.[NH2:26][C:27]1[CH:32]=[CH:31][CH:30]=[CH:29][N:28]=1.C(N(CC)C(C)C)(C)C. Product: [CH:1]1([CH2:6][CH:7]([C:11]2[CH:16]=[CH:15][C:14]([N+:17]([O-:19])=[O:18])=[CH:13][CH:12]=2)[C:8]([NH:26][C:27]2[CH:32]=[CH:31][CH:30]=[CH:29][N:28]=2)=[O:10])[CH2:2][CH2:3][CH2:4][CH2:5]1. The catalyst class is: 832. (2) Reactant: C(OC(=O)[NH:7][CH2:8][C:9]1[CH:38]=[CH:37][C:12]2[N:13]([CH2:32][CH2:33][CH:34]([CH3:36])[CH3:35])[C:14]([CH2:16][N:17]3[C:21]4=[N:22][CH:23]=[CH:24][CH:25]=[C:20]4[C:19](=[N:26][O:27][CH2:28][CH2:29][F:30])[C:18]3=[O:31])=[N:15][C:11]=2[CH:10]=1)(C)(C)C.C1(OC)C=CC=CC=1.Cl. Product: [F:30][CH2:29][CH2:28][O:27][N:26]=[C:19]1[C:20]2[C:21](=[N:22][CH:23]=[CH:24][CH:25]=2)[N:17]([CH2:16][C:14]2[N:13]([CH2:32][CH2:33][CH:34]([CH3:35])[CH3:36])[C:12]3[CH:37]=[CH:38][C:9]([CH2:8][NH2:7])=[CH:10][C:11]=3[N:15]=2)[C:18]1=[O:31]. The catalyst class is: 135. (3) Reactant: [N+:1]([C:4]1[NH:8][N:7]=[CH:6][CH:5]=1)([O-:3])=[O:2].[H-].[Na+].Br[CH2:12][CH2:13][CH:14]([CH3:16])[CH3:15].O. Product: [CH2:12]([N:7]1[CH:6]=[CH:5][C:4]([N+:1]([O-:3])=[O:2])=[N:8]1)[CH2:13][CH:14]([CH3:16])[CH3:15]. The catalyst class is: 3. (4) Reactant: [CH:1]1([C:7]2[C:15]3[C:10](=[CH:11][C:12]([C:16](O)=[O:17])=[CH:13][CH:14]=3)[N:9]([CH2:19][C:20]([N:22]([CH3:24])[CH3:23])=[O:21])[C:8]=2[C:25]2[CH:30]=[CH:29][C:28]([O:31][CH3:32])=[CH:27][CH:26]=2)[CH2:6][CH2:5][CH2:4][CH2:3][CH2:2]1.CCN(C(C)C)C(C)C.CN(C(ON1N=NC2C=CC=NC1=2)=[N+](C)C)C.F[P-](F)(F)(F)(F)F.[NH2:66][C:67]1([C:72]([NH:74][C:75]2[CH:80]=[CH:79][C:78](/[CH:81]=[CH:82]/[C:83]([O:85]CC)=[O:84])=[CH:77][CH:76]=2)=[O:73])[CH2:71][CH2:70][CH2:69][CH2:68]1. Product: [CH:1]1([C:7]2[C:15]3[C:10](=[CH:11][C:12]([C:16]([NH:66][C:67]4([C:72]([NH:74][C:75]5[CH:76]=[CH:77][C:78](/[CH:81]=[CH:82]/[C:83]([OH:85])=[O:84])=[CH:79][CH:80]=5)=[O:73])[CH2:68][CH2:69][CH2:70][CH2:71]4)=[O:17])=[CH:13][CH:14]=3)[N:9]([CH2:19][C:20]([N:22]([CH3:23])[CH3:24])=[O:21])[C:8]=2[C:25]2[CH:30]=[CH:29][C:28]([O:31][CH3:32])=[CH:27][CH:26]=2)[CH2:6][CH2:5][CH2:4][CH2:3][CH2:2]1. The catalyst class is: 31. (5) Product: [C:1]([O:5][C:6](=[O:31])[CH2:7][O:8][C:9]1[C:14]2[CH2:15][CH2:16][CH2:17][CH2:18][CH:19]([NH:20][S:21]([C:24]3[CH:29]=[CH:28][C:27]([C:35]4[CH:36]=[N:37][CH:38]=[C:33]([CH3:32])[CH:34]=4)=[CH:26][CH:25]=3)(=[O:23])=[O:22])[C:13]=2[CH:12]=[CH:11][CH:10]=1)([CH3:4])([CH3:3])[CH3:2]. Reactant: [C:1]([O:5][C:6](=[O:31])[CH2:7][O:8][C:9]1[C:14]2[CH2:15][CH2:16][CH2:17][CH2:18][CH:19]([NH:20][S:21]([C:24]3[CH:29]=[CH:28][C:27](I)=[CH:26][CH:25]=3)(=[O:23])=[O:22])[C:13]=2[CH:12]=[CH:11][CH:10]=1)([CH3:4])([CH3:3])[CH3:2].[CH3:32][C:33]1[CH:34]=[C:35](B(O)O)[CH:36]=[N:37][CH:38]=1.C([O-])([O-])=O.[K+].[K+]. The catalyst class is: 77. (6) Reactant: [Si]([O:8][C:9]1[CH:10]=[C:11]2[C:15](=[CH:16][CH:17]=1)[N:14]([CH3:18])[N:13]=[C:12]2[C:19]1[N:24]=[C:23]2[C:25]([C:47]([O-:49])=[O:48])=[CH:26][N:27]([C:28]([C:41]3[CH:46]=[CH:45][CH:44]=[CH:43][CH:42]=3)([C:35]3[CH:40]=[CH:39][CH:38]=[CH:37][CH:36]=3)[C:29]3[CH:34]=[CH:33][CH:32]=[CH:31][CH:30]=3)[C:22]2=[N:21][CH:20]=1)(C(C)(C)C)(C)C.[CH3:50]CCC[N+](CCCC)(CCCC)CCCC.[F-].O. Product: [OH:8][C:9]1[CH:10]=[C:11]2[C:15](=[CH:16][CH:17]=1)[N:14]([CH3:18])[N:13]=[C:12]2[C:19]1[N:24]=[C:23]2[C:25]([C:47]([O:49][CH3:50])=[O:48])=[CH:26][N:27]([C:28]([C:35]3[CH:36]=[CH:37][CH:38]=[CH:39][CH:40]=3)([C:29]3[CH:30]=[CH:31][CH:32]=[CH:33][CH:34]=3)[C:41]3[CH:42]=[CH:43][CH:44]=[CH:45][CH:46]=3)[C:22]2=[N:21][CH:20]=1. The catalyst class is: 1. (7) Reactant: [NH2:1][C:2]1[CH:7]=[C:6]([CH3:8])[CH:5]=[C:4]([CH2:9][CH2:10][C:11]2[NH:19][C:14]3=[N:15][CH:16]=[CH:17][CH:18]=[C:13]3[N:12]=2)[N:3]=1.[C:20]([OH:23])(=[O:22])[CH3:21]. Product: [C:20]([OH:23])(=[O:22])[CH3:21].[NH2:1][C:2]1[CH:7]=[C:6]([CH3:8])[CH:5]=[C:4]([CH2:9][CH2:10][C:11]2[NH:19][C:14]3=[N:15][CH:16]=[CH:17][CH:18]=[C:13]3[N:12]=2)[N:3]=1. The catalyst class is: 4.